This data is from Forward reaction prediction with 1.9M reactions from USPTO patents (1976-2016). The task is: Predict the product of the given reaction. Given the reactants I[CH2:2][O:3][C:4](=[O:9])[C:5]([CH3:8])([CH3:7])[CH3:6].[Cl:10][C:11]1[CH:12]=[C:13]([CH:22]=[CH:23][C:24]=1[Cl:25])[C:14]([C@H:16]1[CH2:18][C@@H:17]1[C:19]([O-:21])=[O:20])=[O:15].[Na+].C(=O)([O-])[O-].[K+].[K+], predict the reaction product. The product is: [CH3:6][C:5]([CH3:8])([CH3:7])[C:4]([O:3][CH2:2][O:21][C:19]([C@H:17]1[CH2:18][C@@H:16]1[C:14]([C:13]1[CH:22]=[CH:23][C:24]([Cl:25])=[C:11]([Cl:10])[CH:12]=1)=[O:15])=[O:20])=[O:9].